This data is from Full USPTO retrosynthesis dataset with 1.9M reactions from patents (1976-2016). The task is: Predict the reactants needed to synthesize the given product. (1) The reactants are: [F:1][C:2]1[CH:7]=[C:6]([CH3:8])[CH:5]=[CH:4][N:3]=1.[Cl:9]N1C(=O)CCC1=O.C(OOC(=O)C1C=CC=CC=1)(=O)C1C=CC=CC=1.C(O)(=O)C.C(#N)C. Given the product [Cl:9][CH2:8][C:6]1[CH:5]=[CH:4][N:3]=[C:2]([F:1])[CH:7]=1, predict the reactants needed to synthesize it. (2) Given the product [CH3:1][C:2]1[C:10]([CH3:11])=[CH:9][CH:8]=[CH:7][C:3]=1[C:4]([NH:24][CH2:23][C:18]1([C:14]2[CH:13]=[N:12][CH:17]=[CH:16][CH:15]=2)[CH2:22][CH2:21][CH2:20][CH2:19]1)=[O:6], predict the reactants needed to synthesize it. The reactants are: [CH3:1][C:2]1[C:10]([CH3:11])=[CH:9][CH:8]=[CH:7][C:3]=1[C:4]([OH:6])=O.[N:12]1[CH:17]=[CH:16][CH:15]=[C:14]([C:18]2([CH2:23][NH2:24])[CH2:22][CH2:21][CH2:20][CH2:19]2)[CH:13]=1.